This data is from Reaction yield outcomes from USPTO patents with 853,638 reactions. The task is: Predict the reaction yield, written as a fraction of the theoretical maximum amount of product (1.0 means a 100% yield; for example, 0.34 means a 34% yield). The reactants are [Br:1][C:2]1[C:7]([N+:8]([O-])=O)=[CH:6][C:5]([NH:11][C:12]2[N:17]=[C:16]([C:18]3[CH:19]=[N:20][N:21]4[CH2:26][CH2:25][CH2:24][CH2:23][C:22]=34)[CH:15]=[CH:14][N:13]=2)=[C:4]([O:27][CH3:28])[CH:3]=1.[NH4+].[Cl-].O. The catalyst is C(O)C.[Fe]. The product is [Br:1][C:2]1[CH:3]=[C:4]([O:27][CH3:28])[C:5]([NH:11][C:12]2[N:17]=[C:16]([C:18]3[CH:19]=[N:20][N:21]4[CH2:26][CH2:25][CH2:24][CH2:23][C:22]=34)[CH:15]=[CH:14][N:13]=2)=[CH:6][C:7]=1[NH2:8]. The yield is 0.920.